From a dataset of Reaction yield outcomes from USPTO patents with 853,638 reactions. Predict the reaction yield, written as a fraction of the theoretical maximum amount of product (1.0 means a 100% yield; for example, 0.34 means a 34% yield). (1) The reactants are [Cl:1][C:2]1[CH:3]=[C:4]([C@H:9]([NH:16]C(=O)OC(C)(C)C)[CH2:10][CH2:11][S:12]([CH3:15])(=[O:14])=[O:13])[CH:5]=[CH:6][C:7]=1[Cl:8].Cl.O1CCOCC1. The catalyst is C(Cl)Cl.CCOCC. The product is [ClH:1].[Cl:1][C:2]1[CH:3]=[C:4]([C@H:9]([NH2:16])[CH2:10][CH2:11][S:12]([CH3:15])(=[O:14])=[O:13])[CH:5]=[CH:6][C:7]=1[Cl:8]. The yield is 0.750. (2) The reactants are [Cl:1][C:2]1[CH:3]=[C:4]([CH:7]=[C:8](Cl)[CH:9]=1)[C:5]#[N:6].[CH3:11][O-:12].[Na+].Cl. The catalyst is CN(C=O)C. The product is [Cl:1][C:2]1[CH:9]=[C:8]([O:12][CH3:11])[CH:7]=[C:4]([CH:3]=1)[C:5]#[N:6]. The yield is 0.860.